From a dataset of Full USPTO retrosynthesis dataset with 1.9M reactions from patents (1976-2016). Predict the reactants needed to synthesize the given product. (1) Given the product [C:3]([O:7][C:8](=[O:16])[N:9]([CH2:12][CH2:13][C:14]([NH2:15])=[N:1][OH:2])[CH2:10][CH3:11])([CH3:4])([CH3:5])[CH3:6], predict the reactants needed to synthesize it. The reactants are: [NH2:1][OH:2].[C:3]([O:7][C:8](=[O:16])[N:9]([CH2:12][CH2:13][C:14]#[N:15])[CH2:10][CH3:11])([CH3:6])([CH3:5])[CH3:4]. (2) The reactants are: [CH3:1][N:2]([CH3:14])[C:3]1[CH:4]=[C:5]2[C:10](=[CH:11][CH:12]=1)[C:9](=[O:13])[NH:8][CH2:7][CH2:6]2.C(=O)([O-])[O-].[K+].[K+].CS(C)=O.[Br:25][C:26]1[CH:31]=[CH:30][CH:29]=[C:28](Br)[C:27]=1[CH3:33]. Given the product [Br:25][C:26]1[C:27]([CH3:33])=[C:28]([N:8]2[CH2:7][CH2:6][C:5]3[C:10](=[CH:11][CH:12]=[C:3]([N:2]([CH3:14])[CH3:1])[CH:4]=3)[C:9]2=[O:13])[CH:29]=[CH:30][CH:31]=1, predict the reactants needed to synthesize it. (3) The reactants are: C[O:2][C:3](=O)[CH2:4][NH:5][C:6]([O:8][CH2:9][C:10]1[CH:15]=[CH:14][CH:13]=[CH:12][CH:11]=1)=[O:7].[C:17]([OH:21])([CH3:20])([CH3:19])[CH3:18].C(OC(C)C)(C)C. Given the product [C:17]([O:21][C:3](=[O:2])[CH2:4][NH:5][C:6]([O:8][CH2:9][C:10]1[CH:11]=[CH:12][CH:13]=[CH:14][CH:15]=1)=[O:7])([CH3:20])([CH3:19])[CH3:18], predict the reactants needed to synthesize it.